Dataset: Catalyst prediction with 721,799 reactions and 888 catalyst types from USPTO. Task: Predict which catalyst facilitates the given reaction. (1) Reactant: CC1C=CC(S(O[CH2:12][C@H:13]2[CH2:17][CH2:16][C@@H:15]([NH:18][C:19]([O:21][C:22]([CH3:25])([CH3:24])[CH3:23])=[O:20])[CH2:14]2)(=O)=O)=CC=1.C(=O)([O-])[O-].[K+].[K+].[NH:32]1[CH2:37][CH2:36][O:35][CH2:34][CH2:33]1. Product: [O:35]1[CH2:36][CH2:37][N:32]([CH2:12][C@H:13]2[CH2:17][CH2:16][C@@H:15]([NH:18][C:19](=[O:20])[O:21][C:22]([CH3:23])([CH3:24])[CH3:25])[CH2:14]2)[CH2:33][CH2:34]1. The catalyst class is: 2. (2) Reactant: [CH2:1]([OH:8])[C:2]1[CH:7]=[CH:6][CH:5]=[CH:4][CH:3]=1.[H-].[Na+].F[C:12]1[CH:13]=[C:14]([CH2:22][C:23]([OH:25])=[O:24])[CH:15]=[C:16]([C:18]([F:21])([F:20])[F:19])[CH:17]=1. Product: [CH2:1]([O:8][C:12]1[CH:13]=[C:14]([CH2:22][C:23]([OH:25])=[O:24])[CH:15]=[C:16]([C:18]([F:19])([F:20])[F:21])[CH:17]=1)[C:2]1[CH:7]=[CH:6][CH:5]=[CH:4][CH:3]=1. The catalyst class is: 37. (3) Reactant: Cl.[CH3:2][CH:3]([CH3:10])[N:4]=[C:5]=[N:6][CH:7]([CH3:9])[CH3:8].[CH:11]1[CH:12]=[CH:13][C:14]2[N:19]([OH:20])[N:18]=[N:17][C:15]=2[CH:16]=1.O. Product: [CH3:2][CH:3]([CH3:10])[N:4]=[C:5]=[N:6][CH:7]([CH3:9])[CH3:8].[CH:11]1[CH:12]=[CH:13][C:14]2[N:19]([OH:20])[N:18]=[N:17][C:15]=2[CH:16]=1. The catalyst class is: 3.